This data is from NCI-60 drug combinations with 297,098 pairs across 59 cell lines. The task is: Regression. Given two drug SMILES strings and cell line genomic features, predict the synergy score measuring deviation from expected non-interaction effect. (1) Drug 1: CNC(=O)C1=NC=CC(=C1)OC2=CC=C(C=C2)NC(=O)NC3=CC(=C(C=C3)Cl)C(F)(F)F. Drug 2: CS(=O)(=O)OCCCCOS(=O)(=O)C. Cell line: OVCAR-4. Synergy scores: CSS=-0.819, Synergy_ZIP=0.158, Synergy_Bliss=-1.39, Synergy_Loewe=-2.44, Synergy_HSA=-2.75. (2) Drug 1: CC1=C(C=C(C=C1)C(=O)NC2=CC(=CC(=C2)C(F)(F)F)N3C=C(N=C3)C)NC4=NC=CC(=N4)C5=CN=CC=C5. Drug 2: CC=C1C(=O)NC(C(=O)OC2CC(=O)NC(C(=O)NC(CSSCCC=C2)C(=O)N1)C(C)C)C(C)C. Cell line: SK-MEL-28. Synergy scores: CSS=27.3, Synergy_ZIP=4.40, Synergy_Bliss=2.94, Synergy_Loewe=-57.2, Synergy_HSA=-5.60. (3) Drug 1: C1=CC(=CC=C1CCC2=CNC3=C2C(=O)NC(=N3)N)C(=O)NC(CCC(=O)O)C(=O)O. Drug 2: C1=NC2=C(N1)C(=S)N=C(N2)N. Cell line: MCF7. Synergy scores: CSS=37.2, Synergy_ZIP=-14.2, Synergy_Bliss=-10.9, Synergy_Loewe=-1.49, Synergy_HSA=-0.324.